Dataset: Catalyst prediction with 721,799 reactions and 888 catalyst types from USPTO. Task: Predict which catalyst facilitates the given reaction. (1) The catalyst class is: 17. Product: [SH:15][C:14]1[O:10][C:9]2[C:2](=[C:3]([C:4]#[N:5])[CH:6]=[CH:7][CH:8]=2)[N:1]=1. Reactant: [NH2:1][C:2]1[C:9]([OH:10])=[CH:8][CH:7]=[CH:6][C:3]=1[C:4]#[N:5].C(O[C:14]([S-])=[S:15])C.[K+]. (2) Reactant: [CH3:1][C:2]1[CH:7]=[C:6]([O:8][CH:9]2[CH2:14][CH2:13][O:12][CH2:11][CH2:10]2)[CH:5]=[CH:4][C:3]=1[C:15]1[C:16]2[CH:23]=[C:22]([CH2:24]O)[CH:21]=[CH:20][C:17]=2[S:18][CH:19]=1.P(Br)(Br)[Br:27].[NH4+].[Cl-]. Product: [Br:27][CH2:24][C:22]1[CH:21]=[CH:20][C:17]2[S:18][CH:19]=[C:15]([C:3]3[CH:4]=[CH:5][C:6]([O:8][CH:9]4[CH2:14][CH2:13][O:12][CH2:11][CH2:10]4)=[CH:7][C:2]=3[CH3:1])[C:16]=2[CH:23]=1. The catalyst class is: 2. (3) Reactant: [CH2:1]([O:6][C:7]1[CH:8]=[C:9]([CH:13]=[CH:14][C:15]=1[O:16][CH2:17][CH2:18][CH:19]([CH3:21])[CH3:20])[C:10]([OH:12])=O)[CH2:2][CH:3]([CH3:5])[CH3:4].CN(C)C=O.[Cl-].[Al+3].[Cl-].[Cl-].[CH2:31]([O:36][C:37]1[CH:42]=[CH:41][CH:40]=[CH:39][C:38]=1[CH2:43][C:44]([O:46][CH2:47][CH2:48][CH:49]([CH3:51])[CH3:50])=[O:45])[CH2:32][CH:33]([CH3:35])[CH3:34]. Product: [CH2:1]([O:6][C:7]1[CH:8]=[C:9]([CH:13]=[CH:14][C:15]=1[O:16][CH2:17][CH2:18][CH:19]([CH3:21])[CH3:20])[C:10]([C:40]1[CH:41]=[CH:42][C:37]([O:36][CH2:31][CH2:32][CH:33]([CH3:35])[CH3:34])=[C:38]([CH2:43][C:44]([O:46][CH2:47][CH2:48][CH:49]([CH3:50])[CH3:51])=[O:45])[CH:39]=1)=[O:12])[CH2:2][CH:3]([CH3:4])[CH3:5]. The catalyst class is: 366. (4) Reactant: [Cl:1][C:2]1[CH:3]=[CH:4][C:5]([C:35]#[N:36])=[C:6]([C:8]2[C:13]([O:14][CH3:15])=[CH:12][N:11]([CH:16]([CH:31]([CH3:33])[CH3:32])[C:17]([NH:19][C:20]3[CH:29]=[CH:28][C:23]([C:24]([O:26]C)=[O:25])=[C:22]([CH3:30])[CH:21]=3)=[O:18])[C:10](=[O:34])[CH:9]=2)[CH:7]=1.[OH-].[Na+]. Product: [Cl:1][C:2]1[CH:3]=[CH:4][C:5]([C:35]#[N:36])=[C:6]([C:8]2[C:13]([O:14][CH3:15])=[CH:12][N:11]([CH:16]([CH:31]([CH3:33])[CH3:32])[C:17]([NH:19][C:20]3[CH:29]=[CH:28][C:23]([C:24]([OH:26])=[O:25])=[C:22]([CH3:30])[CH:21]=3)=[O:18])[C:10](=[O:34])[CH:9]=2)[CH:7]=1. The catalyst class is: 5.